Dataset: Forward reaction prediction with 1.9M reactions from USPTO patents (1976-2016). Task: Predict the product of the given reaction. Given the reactants [NH2:1][C:2]1[C:3]([C:11]([OH:13])=[O:12])=[C:4]([C:8]([OH:10])=O)[CH:5]=[N:6][CH:7]=1.[Cl:14][C:15]1[S:19][C:18]([C:20](O)=[O:21])=[CH:17][CH:16]=1.ClC1SC(C(Cl)=O)=CC=1, predict the reaction product. The product is: [Cl:14][C:15]1[S:19][C:18]([C:20]([NH:1][C:2]2[C:3]3[C:11](=[O:12])[O:13][C:8](=[O:10])[C:4]=3[CH:5]=[N:6][CH:7]=2)=[O:21])=[CH:17][CH:16]=1.